Dataset: Forward reaction prediction with 1.9M reactions from USPTO patents (1976-2016). Task: Predict the product of the given reaction. (1) Given the reactants [Cl:1][C:2]1[CH:22]=[CH:21][CH:20]=[C:19]([Cl:23])[C:3]=1[CH2:4][C:5]1[N:9]([CH2:10][C:11]([O:13]C)=[O:12])[C:8]2[CH:15]=[CH:16][CH:17]=[CH:18][C:7]=2[N:6]=1.[H-].[Na+], predict the reaction product. The product is: [Cl:1][C:2]1[CH:22]=[CH:21][CH:20]=[C:19]([Cl:23])[C:3]=1[CH2:4][C:5]1[N:9]([CH2:10][C:11]([OH:13])=[O:12])[C:8]2[CH:15]=[CH:16][CH:17]=[CH:18][C:7]=2[N:6]=1. (2) Given the reactants Cl[C:2]1[C:12]([C:13]#[N:14])=[CH:11][C:5]([C:6]([O:8][CH2:9][CH3:10])=[O:7])=[CH:4][N:3]=1.[NH:15]1[CH2:21][CH2:20][CH2:19][NH:18][CH2:17][CH2:16]1.[CH3:22]CN(C(C)C)C(C)C, predict the reaction product. The product is: [C:13]([C:12]1[CH:2]=[N:3][C:4]([CH3:22])=[C:5]([C:11]=1[N:15]1[CH2:21][CH2:20][CH2:19][NH:18][CH2:17][CH2:16]1)[C:6]([O:8][CH2:9][CH3:10])=[O:7])#[N:14]. (3) Given the reactants Cl[C:2]1[CH:7]=[C:6]([N:8]([CH2:17][O:18][CH2:19][CH2:20][Si:21]([CH3:24])([CH3:23])[CH3:22])[CH2:9][O:10][CH2:11][CH2:12][Si:13]([CH3:16])([CH3:15])[CH3:14])[N:5]2[N:25]=[CH:26][C:27]([C:28]3[CH:29]=[N:30][C:31]4[C:36]([CH:37]=3)=[CH:35][CH:34]=[CH:33][CH:32]=4)=[C:4]2[N:3]=1.[NH:38]1[CH2:43][CH2:42][O:41][CH2:40][CH2:39]1.C([O-])(O)=O.[Na+], predict the reaction product. The product is: [O:41]1[CH2:42][CH2:43][N:38]([C:2]2[CH:7]=[C:6]([N:8]([CH2:9][O:10][CH2:11][CH2:12][Si:13]([CH3:15])([CH3:14])[CH3:16])[CH2:17][O:18][CH2:19][CH2:20][Si:21]([CH3:22])([CH3:23])[CH3:24])[N:5]3[N:25]=[CH:26][C:27]([C:28]4[CH:29]=[N:30][C:31]5[C:36]([CH:37]=4)=[CH:35][CH:34]=[CH:33][CH:32]=5)=[C:4]3[N:3]=2)[CH2:39][CH2:40]1.